This data is from Catalyst prediction with 721,799 reactions and 888 catalyst types from USPTO. The task is: Predict which catalyst facilitates the given reaction. (1) Product: [C:12]([O:11][C:9](=[O:10])[CH:8]=[C:27]1[CH2:28][CH2:29][CH:24]([C:22]([O:21][CH2:19][CH3:20])=[O:23])[CH2:25][CH2:26]1)([CH3:13])([CH3:14])[CH3:15]. Reactant: [H-].[Na+].CCOP(OCC)([CH2:8][C:9]([O:11][C:12]([CH3:15])([CH3:14])[CH3:13])=[O:10])=O.[CH2:19]([O:21][C:22]([CH:24]1[CH2:29][CH2:28][C:27](=O)[CH2:26][CH2:25]1)=[O:23])[CH3:20]. The catalyst class is: 1. (2) Reactant: [S:1]1[CH:5]=[CH:4][N:3]=[CH:2]1.[CH3:6][C:7](=[O:9])[CH3:8].B(F)(F)F.CCOCC.C([Li])CCC. Product: [S:1]1[CH:5]=[CH:4][N:3]=[C:2]1[C:7]([OH:9])([CH3:8])[CH3:6]. The catalyst class is: 7. (3) Reactant: [F:1][C:2]1[CH:3]=[C:4]2[C:8](=[CH:9][CH:10]=1)[NH:7][C:6](=[O:11])[C:5]2=[C:12]1[C:20]2[C:15](=[N:16][C:17]([CH:21]=[CH2:22])=[CH:18][CH:19]=2)[CH2:14][O:13]1.[CH3:23][N:24]1[CH2:29][CH2:28][NH:27][CH2:26][CH2:25]1. Product: [F:1][C:2]1[CH:3]=[C:4]2[C:8](=[CH:9][CH:10]=1)[NH:7][C:6](=[O:11])[C:5]2=[C:12]1[C:20]2[C:15](=[N:16][C:17]([CH2:21][CH2:22][N:27]3[CH2:28][CH2:29][N:24]([CH3:23])[CH2:25][CH2:26]3)=[CH:18][CH:19]=2)[CH2:14][O:13]1. The catalyst class is: 66. (4) Reactant: [Cl:1][C:2]1[CH:7]=[C:6]([Cl:8])[CH:5]=[CH:4][C:3]=1[N:9]1[C:13]([C:14]2[CH:19]=[CH:18][C:17]([OH:20])=[CH:16][CH:15]=2)=[C:12]([CH3:21])[C:11]([C:22]([O:24][CH2:25][CH3:26])=[O:23])=[N:10]1.[F:27][CH2:28][CH2:29][CH2:30]O.C1(P(C2C=CC=CC=2)C2C=CC=CC=2)C=CC=CC=1.N(C(OC(C)(C)C)=O)=NC(OC(C)(C)C)=O.FC(F)(F)C(O)=O. Product: [Cl:1][C:2]1[CH:7]=[C:6]([Cl:8])[CH:5]=[CH:4][C:3]=1[N:9]1[C:13]([C:14]2[CH:19]=[CH:18][C:17]([O:20][CH2:30][CH2:29][CH2:28][F:27])=[CH:16][CH:15]=2)=[C:12]([CH3:21])[C:11]([C:22]([O:24][CH2:25][CH3:26])=[O:23])=[N:10]1. The catalyst class is: 49. (5) Reactant: Br[C:2]1[CH:7]=[CH:6][C:5]([Br:8])=[CH:4][N:3]=1.[N:9]1([C:16](=[O:18])[CH3:17])[CH2:15][CH2:14][CH2:13][NH:12][CH2:11][CH2:10]1.C(N(CC)C(C)C)(C)C. Product: [Br:8][C:5]1[CH:6]=[CH:7][C:2]([N:12]2[CH2:13][CH2:14][CH2:15][N:9]([C:16](=[O:18])[CH3:17])[CH2:10][CH2:11]2)=[N:3][CH:4]=1. The catalyst class is: 6. (6) Reactant: [CH:1]([NH2:3])=[O:2].[CH3:4][Si:5]([CH3:38])([CH3:37])[CH2:6][CH2:7][O:8][CH2:9][N:10]1[C:14]2[N:15]=[CH:16][N:17]=[C:18]([C:19]([CH:21]3[CH2:26][CH2:25][CH2:24][N:23]([C:27]([O:29][CH2:30][C:31]4[CH:36]=[CH:35][CH:34]=[CH:33][CH:32]=4)=[O:28])[CH2:22]3)=O)[C:13]=2[CH:12]=[CH:11]1.C(O)=O.[OH-].[Na+]. Product: [CH:1]([NH:3][CH:19]([C:18]1[C:13]2[CH:12]=[CH:11][N:10]([CH2:9][O:8][CH2:7][CH2:6][Si:5]([CH3:4])([CH3:38])[CH3:37])[C:14]=2[N:15]=[CH:16][N:17]=1)[CH:21]1[CH2:26][CH2:25][CH2:24][N:23]([C:27]([O:29][CH2:30][C:31]2[CH:32]=[CH:33][CH:34]=[CH:35][CH:36]=2)=[O:28])[CH2:22]1)=[O:2]. The catalyst class is: 6. (7) Reactant: [CH3:1][C:2]1([CH3:28])[CH2:7][CH:6]([NH:8][C:9]2[N:14]=[C:13]([C:15]3[CH:20]=[CH:19][C:18]([CH2:21][CH2:22][CH2:23][C:24]#[N:25])=[CH:17][CH:16]=3)[CH:12]=[CH:11][N:10]=2)[CH2:5][C:4]([CH3:27])([CH3:26])[NH:3]1.[H-].[H-].[H-].[H-].[Li+].[Al+3]. Product: [NH2:25][CH2:24][CH2:23][CH2:22][CH2:21][C:18]1[CH:17]=[CH:16][C:15]([C:13]2[CH:12]=[CH:11][N:10]=[C:9]([NH:8][CH:6]3[CH2:5][C:4]([CH3:27])([CH3:26])[NH:3][C:2]([CH3:28])([CH3:1])[CH2:7]3)[N:14]=2)=[CH:20][CH:19]=1. The catalyst class is: 1.